Dataset: Full USPTO retrosynthesis dataset with 1.9M reactions from patents (1976-2016). Task: Predict the reactants needed to synthesize the given product. (1) Given the product [CH:2]1([CH2:5][CH2:6][N:7]2[C:31](=[O:32])[CH2:30][C:29](=[O:34])[N:26]([C:22]3[CH:23]=[CH:24][CH:25]=[C:20]([N+:17]([O-:19])=[O:18])[CH:21]=3)[C:27]2=[O:28])[CH2:4][CH2:3]1, predict the reactants needed to synthesize it. The reactants are: Cl.[CH:2]1([CH2:5][CH2:6][NH2:7])[CH2:4][CH2:3]1.C(N(C(C)C)CC)(C)C.[N+:17]([C:20]1[CH:21]=[C:22]([N:26]=[C:27]=[O:28])[CH:23]=[CH:24][CH:25]=1)([O-:19])=[O:18].[C:29](Cl)(=[O:34])[CH2:30][C:31](Cl)=[O:32]. (2) Given the product [CH3:14][O:13][CH2:12][O:11][C:9]1[C:8]([Br:30])=[C:7]([CH2:15][C:16]([O:18][CH3:19])=[O:17])[C:6]([C:20](=[O:29])[C:21]2[CH:22]=[CH:23][C:24]([O:27][CH3:28])=[CH:25][CH:26]=2)=[C:5]([O:4][CH2:3][O:2][CH3:1])[CH:10]=1, predict the reactants needed to synthesize it. The reactants are: [CH3:1][O:2][CH2:3][O:4][C:5]1[C:6]([C:20](=[O:29])[C:21]2[CH:26]=[CH:25][C:24]([O:27][CH3:28])=[CH:23][CH:22]=2)=[C:7]([CH2:15][C:16]([O:18][CH3:19])=[O:17])[CH:8]=[C:9]([O:11][CH2:12][O:13][CH3:14])[CH:10]=1.[Br:30]N1C(=O)CCC1=O.O. (3) Given the product [OH:5][CH:6]1[CH2:24][CH:23]2[N:8]([C:9](=[O:44])[NH:10][CH2:11][CH2:12][CH2:13][CH2:14][CH2:15][CH:16]=[CH:17][CH:18]3[C:20]([C:26]([NH:28][S:29]([CH:32]4[CH2:33][CH2:34]4)(=[O:31])=[O:30])=[O:27])([NH:21][C:22]2=[O:25])[CH2:19]3)[CH2:7]1, predict the reactants needed to synthesize it. The reactants are: C(OC[O:5][CH:6]1[CH2:24][CH:23]2[N:8]([C:9](=[O:44])[N:10](CC3C=CC(OC)=CC=3)[CH2:11][CH2:12][CH2:13][CH2:14][CH2:15][CH:16]=[CH:17][CH:18]3[C:20]([C:26]([NH:28][S:29]([CH:32]4[CH2:34][CH2:33]4)(=[O:31])=[O:30])=[O:27])([NH:21][C:22]2=[O:25])[CH2:19]3)[CH2:7]1)C.Cl.C(=O)([O-])O.[Na+]. (4) The reactants are: [CH3:1][O:2][C:3]1[CH:13]=[CH:12][C:6]([CH:7]=[CH:8][C:9](O)=[O:10])=[CH:5][CH:4]=1.O=S(Cl)[Cl:16]. Given the product [CH3:1][O:2][C:3]1[CH:13]=[CH:12][C:6]([CH:7]=[CH:8][C:9]([Cl:16])=[O:10])=[CH:5][CH:4]=1, predict the reactants needed to synthesize it. (5) Given the product [C:12]1([C@H:22]([NH:24][CH2:10][C:7]2[S:8][CH:9]=[C:5]([C:4]#[C:3][CH2:2][OH:1])[CH:6]=2)[CH3:23])[C:21]2[C:16](=[CH:17][CH:18]=[CH:19][CH:20]=2)[CH:15]=[CH:14][CH:13]=1, predict the reactants needed to synthesize it. The reactants are: [OH:1][CH2:2][C:3]#[C:4][C:5]1[CH:6]=[C:7]([CH:10]=O)[S:8][CH:9]=1.[C:12]1([C@H:22]([NH2:24])[CH3:23])[C:21]2[C:16](=[CH:17][CH:18]=[CH:19][CH:20]=2)[CH:15]=[CH:14][CH:13]=1. (6) Given the product [F:15][C:12]1[CH:13]=[CH:14][C:9]([CH2:8][N:32]2[C:24]3=[N:23][C:22]([N:16]4[CH2:21][CH2:20][O:19][CH2:18][CH2:17]4)=[CH:27][C:26](=[O:28])[N:25]3[CH2:29][CH2:30][C@H:31]2[C:33]([F:34])([F:35])[F:36])=[CH:10][CH:11]=1, predict the reactants needed to synthesize it. The reactants are: C(=O)([O-])[O-].[Cs+].[Cs+].Br[CH2:8][C:9]1[CH:14]=[CH:13][C:12]([F:15])=[CH:11][CH:10]=1.[N:16]1([C:22]2[N:23]=[C:24]3[NH:32][C@H:31]([C:33]([F:36])([F:35])[F:34])[CH2:30][CH2:29][N:25]3[C:26](=[O:28])[CH:27]=2)[CH2:21][CH2:20][O:19][CH2:18][CH2:17]1.